Dataset: Catalyst prediction with 721,799 reactions and 888 catalyst types from USPTO. Task: Predict which catalyst facilitates the given reaction. (1) Reactant: [NH:1]1[CH2:6][CH2:5][CH:4]([C:7]([O:9][C:10]([CH3:13])([CH3:12])[CH3:11])=[O:8])[CH2:3][CH2:2]1.Cl[CH2:15][C:16]#[N:17].C(=O)([O-])[O-].[K+].[K+]. Product: [C:16]([CH2:15][N:1]1[CH2:6][CH2:5][CH:4]([C:7]([O:9][C:10]([CH3:13])([CH3:12])[CH3:11])=[O:8])[CH2:3][CH2:2]1)#[N:17]. The catalyst class is: 34. (2) Reactant: [CH3:1][CH:2]1[C:8]2=[C:9]3[C:13](=[CH:14][CH:15]=[C:7]2[O:6][CH2:5][CH2:4][N:3]1[C:16]([O:18][C:19]([CH3:22])([CH3:21])[CH3:20])=[O:17])[NH:12][CH:11]=[CH:10]3.[H-].[Na+].[CH3:25][N:26]1[CH:30]=[C:29]([S:31](Cl)(=[O:33])=[O:32])[N:28]=[C:27]1[CH3:35]. Product: [CH3:25][N:26]1[CH:30]=[C:29]([S:31]([N:12]2[C:13]3[C:9](=[C:8]4[CH:2]([CH3:1])[N:3]([C:16]([O:18][C:19]([CH3:21])([CH3:20])[CH3:22])=[O:17])[CH2:4][CH2:5][O:6][C:7]4=[CH:15][CH:14]=3)[CH:10]=[CH:11]2)(=[O:33])=[O:32])[N:28]=[C:27]1[CH3:35]. The catalyst class is: 3. (3) Reactant: [C:1]([O:5][C:6]([N:8]1[CH2:11][CH:10]([C:12]([OH:14])=[O:13])[CH2:9]1)=[O:7])([CH3:4])([CH3:3])[CH3:2].[CH3:15][Si](C=[N+]=[N-])(C)C. Product: [N:8]1([C:6]([O:5][C:1]([CH3:4])([CH3:2])[CH3:3])=[O:7])[CH2:9][CH:10]([C:12]([O:14][CH3:15])=[O:13])[CH2:11]1. The catalyst class is: 442. (4) Reactant: [NH2:1][C:2]1[CH:7]=[CH:6][CH:5]=[CH:4][C:3]=1[C:8]1[CH:13]=[CH:12][CH:11]=[CH:10][C:9]=1[NH2:14].[CH:15]12[CH2:24][CH:19]3[CH2:20][CH:21]([CH2:23][CH:17]([CH2:18]3)[C:16]1=O)[CH2:22]2.[CH3:26][C:27]1[CH:28]=[CH:29][C:30](S(O)(=O)=O)=[CH:31][CH:32]=1.[H-].[H-].[H-].[H-].[Li+].[Al+3].[C:43]1(C)[CH:48]=CC=C[CH:44]=1. Product: [CH:15]12[CH2:24][CH:19]3[CH2:20][CH:21]([CH2:23][CH:17]([CH2:18]3)[CH:16]1[NH:1][C:2]1[CH:7]=[CH:6][CH:5]=[CH:4][C:3]=1[C:8]1[CH:13]=[CH:12][CH:11]=[CH:10][C:9]=1[NH:14][CH:26]1[CH:43]3[CH2:48][CH:31]4[CH2:30][CH:29]([CH2:28][CH:27]1[CH2:32]4)[CH2:44]3)[CH2:22]2. The catalyst class is: 1. (5) Reactant: [CH:1]1([CH:4]([C:11]2[CH:16]=[CH:15][CH:14]=[C:13]([CH2:17][NH:18][C:19]3[CH:24]=[CH:23][C:22]([C:25]4[CH:30]=[C:29]([O:31][CH3:32])[CH:28]=[CH:27][C:26]=4[F:33])=[C:21]([CH2:34][C:35]([CH3:38])([CH3:37])[CH3:36])[CH:20]=3)[CH:12]=2)[CH2:5][C:6]([O:8][CH2:9][CH3:10])=[O:7])[CH2:3][CH2:2]1.C=O.[C:41](O[BH-](OC(=O)C)OC(=O)C)(=O)C.[Na+].C(=O)([O-])O.[Na+]. Product: [CH:1]1([CH:4]([C:11]2[CH:16]=[CH:15][CH:14]=[C:13]([CH2:17][N:18]([C:19]3[CH:24]=[CH:23][C:22]([C:25]4[CH:30]=[C:29]([O:31][CH3:32])[CH:28]=[CH:27][C:26]=4[F:33])=[C:21]([CH2:34][C:35]([CH3:37])([CH3:36])[CH3:38])[CH:20]=3)[CH3:41])[CH:12]=2)[CH2:5][C:6]([O:8][CH2:9][CH3:10])=[O:7])[CH2:3][CH2:2]1. The catalyst class is: 477.